This data is from Catalyst prediction with 721,799 reactions and 888 catalyst types from USPTO. The task is: Predict which catalyst facilitates the given reaction. Reactant: [F:1][C:2]([F:19])([F:18])[CH2:3][CH2:4][CH:5]([C:7]1[CH:17]=[CH:16][C:10]([C:11]([O:13][CH2:14][CH3:15])=[O:12])=[CH:9][CH:8]=1)[OH:6].C(N(CC)CC)C.[CH3:27][S:28](Cl)(=[O:30])=[O:29]. Product: [F:1][C:2]([F:18])([F:19])[CH2:3][CH2:4][CH:5]([C:7]1[CH:17]=[CH:16][C:10]([C:11]([O:13][CH2:14][CH3:15])=[O:12])=[CH:9][CH:8]=1)[O:6][S:28]([CH3:27])(=[O:30])=[O:29]. The catalyst class is: 310.